This data is from Forward reaction prediction with 1.9M reactions from USPTO patents (1976-2016). The task is: Predict the product of the given reaction. (1) Given the reactants [NH:1]1[CH2:6][CH2:5][CH:4]([N:7]2[CH:11]=[C:10]([NH:12][C:13](=[O:30])[CH:14]([NH:18][C:19](=[O:29])[CH2:20][C:21]3[CH:26]=[C:25]([F:27])[CH:24]=[C:23]([F:28])[CH:22]=3)[CH2:15][CH2:16][CH3:17])[N:9]=[CH:8]2)[CH2:3][CH2:2]1.ClC(Cl)C.[CH3:35][C:36]([CH3:41])([CH3:40])[CH2:37][CH:38]=O.C(O[BH-](OC(=O)C)OC(=O)C)(=O)C.[Na+], predict the reaction product. The product is: [CH3:35][C:36]([CH3:41])([CH3:40])[CH2:37][CH2:38][N:1]1[CH2:6][CH2:5][CH:4]([N:7]2[CH:11]=[C:10]([NH:12][C:13](=[O:30])[CH:14]([NH:18][C:19](=[O:29])[CH2:20][C:21]3[CH:26]=[C:25]([F:27])[CH:24]=[C:23]([F:28])[CH:22]=3)[CH2:15][CH2:16][CH3:17])[N:9]=[CH:8]2)[CH2:3][CH2:2]1. (2) Given the reactants [CH3:1][O:2][C:3]1[CH:4]=[C:5]([C:11](=[O:25])[CH2:12][CH2:13][C:14]([N:16]2[CH2:21][CH2:20][N:19]3[CH2:22][CH2:23][CH2:24][C@H:18]3[CH2:17]2)=[O:15])[CH:6]=[CH:7][C:8]=1[O:9][CH3:10].[C:26](OC(N1CCCCC1C(O)=O)=O)(C)(C)C, predict the reaction product. The product is: [CH3:1][O:2][C:3]1[CH:4]=[C:5]([C:11](=[O:25])[CH2:12][CH2:13][C:14]([N:16]2[CH2:21][CH2:20][N:19]3[CH2:26][CH2:22][CH2:23][CH2:24][CH:18]3[CH2:17]2)=[O:15])[CH:6]=[CH:7][C:8]=1[O:9][CH3:10]. (3) The product is: [C@@H:1]12[CH2:7][C@@H:4]([CH2:5][CH2:6]1)[CH2:3][C@@H:2]2[NH:8][C:9]1[S:10][C:11]([C:25]([OH:26])([CH3:27])[CH3:24])([CH3:15])[C:12](=[O:14])[N:13]=1. Given the reactants [C@@H:1]12[CH2:7][C@@H:4]([CH2:5][CH2:6]1)[CH2:3][C@@H:2]2[NH:8][C:9]1[S:10][CH:11]([CH3:15])[C:12](=[O:14])[N:13]=1.[Li+].CC([N-]C(C)C)C.[CH3:24][C:25]([CH3:27])=[O:26], predict the reaction product. (4) Given the reactants [CH2:1]([C@@H:8]1[NH:13][CH2:12][CH2:11][N:10]([C:14]2[CH:19]=[CH:18][C:17]([O:20][CH3:21])=[C:16]([O:22][CH:23]3[CH2:27][CH2:26][CH2:25][CH2:24]3)[CH:15]=2)[CH2:9]1)[C:2]1[CH:7]=[CH:6][CH:5]=[CH:4][CH:3]=1.C(N(CC)CC)C.C([O:42][CH2:43][C:44](Cl)=[O:45])C1C=CC=CC=1, predict the reaction product. The product is: [CH2:1]([C@H:8]1[CH2:9][N:10]([C:14]2[CH:19]=[CH:18][C:17]([O:20][CH3:21])=[C:16]([O:22][CH:23]3[CH2:27][CH2:26][CH2:25][CH2:24]3)[CH:15]=2)[CH2:11][CH2:12][N:13]1[C:43](=[O:42])[CH2:44][OH:45])[C:2]1[CH:3]=[CH:4][CH:5]=[CH:6][CH:7]=1. (5) Given the reactants [F:1][C:2]1[CH:17]=[C:16]([N+:18]([O-:20])=[O:19])[CH:15]=[CH:14][C:3]=1[O:4][C:5]1[C:6]2[NH:13][CH:12]=[CH:11][C:7]=2[N:8]=[CH:9][N:10]=1.[H-].[Na+].[CH3:23]O.CN([CH:28]=[O:29])C, predict the reaction product. The product is: [F:1][C:2]1[CH:17]=[C:16]([N+:18]([O-:20])=[O:19])[CH:15]=[CH:14][C:3]=1[O:4][C:5]1[C:6]2[N:13]([CH2:23][O:29][CH3:28])[CH:12]=[CH:11][C:7]=2[N:8]=[CH:9][N:10]=1. (6) The product is: [I:16][C:14]1[CH:15]=[C:10]2[N:9]=[C:8]([NH:17][C:18](=[O:22])[O:19][CH2:20][CH3:21])[N:7]([CH2:6][C:5]3[CH:23]=[CH:24][C:2]([O:1][CH2:30][C:31]4[CH:36]=[N:35][C:34]([O:37][CH3:38])=[CH:33][CH:32]=4)=[C:3]([O:25][CH3:26])[CH:4]=3)[C:11]2=[N:12][CH:13]=1. Given the reactants [OH:1][C:2]1[CH:24]=[CH:23][C:5]([CH2:6][N:7]2[C:11]3=[N:12][CH:13]=[C:14]([I:16])[CH:15]=[C:10]3[N:9]=[C:8]2[NH:17][C:18](=[O:22])[O:19][CH2:20][CH3:21])=[CH:4][C:3]=1[O:25][CH3:26].[OH-].[Na+].Cl[CH2:30][C:31]1[CH:32]=[CH:33][C:34]([O:37][CH3:38])=[N:35][CH:36]=1, predict the reaction product.